Task: Predict the product of the given reaction.. Dataset: Forward reaction prediction with 1.9M reactions from USPTO patents (1976-2016) Given the reactants CCCCCC.C([Li])CCC.BrC1C=C(F)C=CC=1.[N:20]1[C:29]2[C:24](=[C:25]3C=CC=C[C:26]3=[C:27]3C=CC=C[C:28]3=2)[N:23]=[CH:22][CH:21]=1, predict the reaction product. The product is: [N:20]1[C:29]2[C:24](=[CH:25][CH:26]=[CH:27][CH:28]=2)[N:23]=[CH:22][CH:21]=1.